This data is from NCI-60 drug combinations with 297,098 pairs across 59 cell lines. The task is: Regression. Given two drug SMILES strings and cell line genomic features, predict the synergy score measuring deviation from expected non-interaction effect. (1) Drug 1: C1CCN(CC1)CCOC2=CC=C(C=C2)C(=O)C3=C(SC4=C3C=CC(=C4)O)C5=CC=C(C=C5)O. Drug 2: C1CN1P(=S)(N2CC2)N3CC3. Cell line: NCI-H322M. Synergy scores: CSS=3.07, Synergy_ZIP=-0.722, Synergy_Bliss=-0.134, Synergy_Loewe=-2.05, Synergy_HSA=-1.95. (2) Drug 1: C1=NC2=C(N=C(N=C2N1C3C(C(C(O3)CO)O)F)Cl)N. Drug 2: CC12CCC3C(C1CCC2OP(=O)(O)O)CCC4=C3C=CC(=C4)OC(=O)N(CCCl)CCCl.[Na+]. Cell line: 786-0. Synergy scores: CSS=1.78, Synergy_ZIP=0.368, Synergy_Bliss=1.04, Synergy_Loewe=-0.299, Synergy_HSA=-0.202. (3) Drug 1: C1C(C(OC1N2C=NC3=C(N=C(N=C32)Cl)N)CO)O. Drug 2: CCC1=C2CN3C(=CC4=C(C3=O)COC(=O)C4(CC)O)C2=NC5=C1C=C(C=C5)O. Cell line: NCIH23. Synergy scores: CSS=33.6, Synergy_ZIP=-6.24, Synergy_Bliss=-0.185, Synergy_Loewe=-8.35, Synergy_HSA=0.825. (4) Drug 1: C1=CC(=CC=C1CC(C(=O)O)N)N(CCCl)CCCl.Cl. Drug 2: CC1C(C(=O)NC(C(=O)N2CCCC2C(=O)N(CC(=O)N(C(C(=O)O1)C(C)C)C)C)C(C)C)NC(=O)C3=C4C(=C(C=C3)C)OC5=C(C(=O)C(=C(C5=N4)C(=O)NC6C(OC(=O)C(N(C(=O)CN(C(=O)C7CCCN7C(=O)C(NC6=O)C(C)C)C)C)C(C)C)C)N)C. Cell line: RPMI-8226. Synergy scores: CSS=34.2, Synergy_ZIP=24.6, Synergy_Bliss=27.4, Synergy_Loewe=22.1, Synergy_HSA=22.5. (5) Drug 1: CCCS(=O)(=O)NC1=C(C(=C(C=C1)F)C(=O)C2=CNC3=C2C=C(C=N3)C4=CC=C(C=C4)Cl)F. Drug 2: CCC1=C2CN3C(=CC4=C(C3=O)COC(=O)C4(CC)O)C2=NC5=C1C=C(C=C5)O. Cell line: SN12C. Synergy scores: CSS=45.7, Synergy_ZIP=8.06, Synergy_Bliss=4.73, Synergy_Loewe=-35.7, Synergy_HSA=3.24. (6) Drug 1: C1=CN(C=N1)CC(O)(P(=O)(O)O)P(=O)(O)O. Drug 2: CN(CCCl)CCCl.Cl. Cell line: 786-0. Synergy scores: CSS=18.4, Synergy_ZIP=10.8, Synergy_Bliss=15.3, Synergy_Loewe=-5.35, Synergy_HSA=-2.83.